From a dataset of Reaction yield outcomes from USPTO patents with 853,638 reactions. Predict the reaction yield, written as a fraction of the theoretical maximum amount of product (1.0 means a 100% yield; for example, 0.34 means a 34% yield). The reactants are [NH2:1][C:2]([NH2:4])=[S:3].[C:5]([C:7]1[CH:16]=[CH:15][C:10]([C:11](=O)[CH2:12]Br)=[CH:9][CH:8]=1)#[N:6].[OH-].[Na+].O. The catalyst is C(O)C. The product is [NH2:1][C:2]1[S:3][CH:12]=[C:11]([C:10]2[CH:15]=[CH:16][C:7]([C:5]#[N:6])=[CH:8][CH:9]=2)[N:4]=1. The yield is 0.900.